Task: Regression. Given a peptide amino acid sequence and an MHC pseudo amino acid sequence, predict their binding affinity value. This is MHC class I binding data.. Dataset: Peptide-MHC class I binding affinity with 185,985 pairs from IEDB/IMGT (1) The peptide sequence is LLEIKDKEQY. The MHC is HLA-A24:02 with pseudo-sequence HLA-A24:02. The binding affinity (normalized) is 0.141. (2) The peptide sequence is YVFPVIFSR. The MHC is HLA-B08:01 with pseudo-sequence HLA-B08:01. The binding affinity (normalized) is 0.